This data is from Full USPTO retrosynthesis dataset with 1.9M reactions from patents (1976-2016). The task is: Predict the reactants needed to synthesize the given product. (1) Given the product [NH2:21][C:5]1[CH:4]=[N:3][N:2]([CH3:1])[C:6]=1[N:7]1[CH2:12][CH2:11][CH2:10][C@H:9]([NH:13][C:14](=[O:20])[O:15][C:16]([CH3:17])([CH3:18])[CH3:19])[CH2:8]1, predict the reactants needed to synthesize it. The reactants are: [CH3:1][N:2]1[C:6]([N:7]2[CH2:12][CH2:11][CH2:10][C@H:9]([NH:13][C:14](=[O:20])[O:15][C:16]([CH3:19])([CH3:18])[CH3:17])[CH2:8]2)=[C:5]([N+:21]([O-])=O)[CH:4]=[N:3]1.[NH4+].[Cl-].CCO. (2) Given the product [CH3:25][O:24][C:21]1[CH:20]=[CH:19][C:18]([CH2:16][C:10]2[C:11]([CH3:15])=[CH:12][CH:13]=[CH:14][C:9]=2[OH:8])=[CH:23][CH:22]=1, predict the reactants needed to synthesize it. The reactants are: C([O:8][C:9]1[CH:14]=[CH:13][CH:12]=[C:11]([CH3:15])[C:10]=1[CH:16]([C:18]1[CH:23]=[CH:22][C:21]([O:24][CH3:25])=[CH:20][CH:19]=1)O)C1C=CC=CC=1.Cl. (3) Given the product [CH2:1]([O:3][C:4]([C:6]1[CH:11]=[CH:10][CH:9]=[C:8]([C:12]2[CH2:16][CH2:15][CH2:14][C:13]=2[C:17]2[CH:22]=[C:21]([CH3:23])[CH:20]=[CH:19][C:18]=2[O:24][CH2:30][C:29]2[CH:32]=[CH:33][C:26]([F:25])=[CH:27][CH:28]=2)[N:7]=1)=[O:5])[CH3:2], predict the reactants needed to synthesize it. The reactants are: [CH2:1]([O:3][C:4]([C:6]1[CH:11]=[CH:10][CH:9]=[C:8]([C:12]2[CH2:16][CH2:15][CH2:14][C:13]=2[C:17]2[CH:22]=[C:21]([CH3:23])[CH:20]=[CH:19][C:18]=2[OH:24])[N:7]=1)=[O:5])[CH3:2].[F:25][C:26]1[CH:33]=[CH:32][C:29]([CH2:30]Br)=[CH:28][CH:27]=1.C(=O)([O-])[O-].[K+].[K+]. (4) Given the product [F:15][C:16]([F:28])([F:27])[O:17][C:18]1[CH:19]=[C:20]([CH:24]=[CH:25][CH:26]=1)[C:21]([N:10]=[C:8]1[N:7]([CH:30]([CH2:35][CH3:36])[C:31]([OH:33])=[O:32])[C:6]2[CH:11]=[CH:12][C:3]([C:2]([F:1])([F:13])[F:14])=[CH:4][C:5]=2[S:9]1)=[O:22], predict the reactants needed to synthesize it. The reactants are: [F:1][C:2]([F:14])([F:13])[C:3]1[CH:12]=[CH:11][C:6]2[N:7]=[C:8]([NH2:10])[S:9][C:5]=2[CH:4]=1.[F:15][C:16]([F:28])([F:27])[O:17][C:18]1[CH:19]=[C:20]([CH:24]=[CH:25][CH:26]=1)[C:21](Cl)=[O:22].Br[CH:30]([CH2:35][CH3:36])[C:31]([O:33]C)=[O:32].COC1C=CC2N=C(N)SC=2C=1.ClC1C=C(C=CC=1)C(Cl)=O.BrCC(OCC)=O. (5) The reactants are: [Br:1][C:2]1[CH:3]=[C:4]2[C:13](=[CH:14][CH:15]=1)[C:7]1([CH2:12][CH2:11][O:10][CH2:9][CH2:8]1)[CH:6]=[C:5]2[CH2:16][CH3:17].C1C(=O)N([Br:25])C(=O)C1. Given the product [Br:1][C:2]1[CH:3]=[C:4]2[C:13](=[CH:14][CH:15]=1)[C:7]1([CH2:8][CH2:9][O:10][CH2:11][CH2:12]1)[CH:6]=[C:5]2[CH:16]([Br:25])[CH3:17], predict the reactants needed to synthesize it. (6) The reactants are: [F:1][C:2]1[CH:21]=[CH:20][CH:19]=[CH:18][C:3]=1[CH2:4][N:5]1[C:9]2=[N:10][C:11]([CH3:14])=[N:12][CH:13]=[C:8]2[C:7]([C:15](=[NH:17])[NH2:16])=[N:6]1.C([N:24](CC)CC)C.O.NN. Given the product [F:1][C:2]1[CH:21]=[CH:20][CH:19]=[CH:18][C:3]=1[CH2:4][N:5]1[C:9]2=[N:10][C:11]([CH3:14])=[N:12][CH:13]=[C:8]2[C:7]([C:15](=[NH:16])[NH:17][NH2:24])=[N:6]1, predict the reactants needed to synthesize it. (7) Given the product [C:1]([O:4][C@@H:5]1[O:27][C@@H:26]([CH2:28][O:29][C:30](=[O:37])[C:31]2[CH:32]=[CH:33][CH:34]=[CH:35][CH:36]=2)[C@H:16]([O:17][C:18](=[O:25])[C:19]2[CH:24]=[CH:23][CH:22]=[CH:21][CH:20]=2)[C@@H:6]1[OH:7])(=[O:3])[C:19]1[CH:24]=[CH:23][CH:22]=[CH:21][CH:20]=1, predict the reactants needed to synthesize it. The reactants are: [C:1]([O:4][C@@H:5]1[O:27][C@H:26]([CH2:28][O:29][C:30](=[O:37])[C:31]2[CH:36]=[CH:35][CH:34]=[CH:33][CH:32]=2)[C@@H:16]([O:17][C:18](=[O:25])[C:19]2[CH:24]=[CH:23][CH:22]=[CH:21][CH:20]=2)[C@H:6]1[O:7]C(=O)C1C=CC=CC=1)(=[O:3])C.O.